This data is from Reaction yield outcomes from USPTO patents with 853,638 reactions. The task is: Predict the reaction yield, written as a fraction of the theoretical maximum amount of product (1.0 means a 100% yield; for example, 0.34 means a 34% yield). (1) The reactants are C(OC1C=CC([C@@H](O[Si](C(C)(C)C)(C)C)CN(C(OC(C)(C)C)=O)CCCCNC([C:30]2[CH:31]=[C:32]([C:36]([OH:63])([C:57]3[CH:62]=[CH:61][CH:60]=[CH:59][CH:58]=3)[C:37]([O:39][CH2:40][CH:41]3[CH2:46][CH2:45][N:44]([C:47]([O:49][CH2:50][C:51]4[CH:56]=[CH:55][CH:54]=[CH:53][CH:52]=4)=[O:48])[CH2:43][CH2:42]3)=[O:38])[CH:33]=[CH:34][CH:35]=2)=O)=C2C=1NC(=O)C=C2)C1C=CC=CC=1.[CH2:79]([O:86][C:87]1[CH:88]=[CH:89][C:90]([C@@H:98]([O:131][Si:132]([C:135]([CH3:138])([CH3:137])[CH3:136])([CH3:134])[CH3:133])[CH2:99][N:100]([C:124]([O:126][C:127]([CH3:130])([CH3:129])[CH3:128])=[O:125])[CH2:101][CH2:102][CH2:103][CH2:104][CH2:105][O:106]C2C=CC(C(O)(C3C=CC=CC=3)C(O)=O)=CC=2)=[C:91]2[C:96]=1[NH:95][C:94](=[O:97])[CH:93]=[CH:92]2)[C:80]1[CH:85]=[CH:84][CH:83]=[CH:82][CH:81]=1. No catalyst specified. The product is [CH2:79]([O:86][C:87]1[CH:88]=[CH:89][C:90]([C@@H:98]([O:131][Si:132]([C:135]([CH3:138])([CH3:137])[CH3:136])([CH3:133])[CH3:134])[CH2:99][N:100]([C:124]([O:126][C:127]([CH3:130])([CH3:128])[CH3:129])=[O:125])[CH2:101][CH2:102][CH2:103][CH2:104][CH2:105][O:106][C:60]2[CH:61]=[CH:62][C:57]([C:36]([OH:63])([C:32]3[CH:33]=[CH:34][CH:35]=[CH:30][CH:31]=3)[C:37]([O:39][CH2:40][CH:41]3[CH2:46][CH2:45][N:44]([C:47]([O:49][CH2:50][C:51]4[CH:56]=[CH:55][CH:54]=[CH:53][CH:52]=4)=[O:48])[CH2:43][CH2:42]3)=[O:38])=[CH:58][CH:59]=2)=[C:91]2[C:96]=1[NH:95][C:94](=[O:97])[CH:93]=[CH:92]2)[C:80]1[CH:85]=[CH:84][CH:83]=[CH:82][CH:81]=1. The yield is 0.384. (2) The reactants are [CH3:1][O:2][C:3]1[C:8]2[C:9]([C:31]3[CH:32]=[N:33][NH:34][CH:35]=3)=[N:10][N:11](C(C3C=CC=CC=3)(C3C=CC=CC=3)C3C=CC=CC=3)[C:7]=2[CH:6]=[CH:5][N:4]=1.[CH:36]1([CH2:39]Br)[CH2:38][CH2:37]1. No catalyst specified. The product is [CH:36]1([CH2:39][N:34]2[CH:35]=[C:31]([C:9]3[C:8]4[C:3]([O:2][CH3:1])=[N:4][CH:5]=[CH:6][C:7]=4[NH:11][N:10]=3)[CH:32]=[N:33]2)[CH2:38][CH2:37]1. The yield is 0.450. (3) The reactants are CN(CC1CC(OC2C=CC(CN3CCCC3)=CC=2)C1)S(CC(F)(F)F)(=O)=O.[CH2:29]([N:36]([CH3:44])[C:37]([CH:39]1[CH2:42][C:41](=[O:43])[CH2:40]1)=O)[C:30]1[CH:35]=[CH:34][CH:33]=[CH:32][CH:31]=1.[H-].[H-].[H-].[H-].[Li+].[Al+3].[OH-].[Na+]. The catalyst is C1COCC1.O. The product is [CH2:29]([N:36]([CH2:37][C@@H:39]1[CH2:40][C@H:41]([OH:43])[CH2:42]1)[CH3:44])[C:30]1[CH:35]=[CH:34][CH:33]=[CH:32][CH:31]=1. The yield is 0.950.